This data is from Forward reaction prediction with 1.9M reactions from USPTO patents (1976-2016). The task is: Predict the product of the given reaction. (1) Given the reactants FC(F)(F)C(O)=O.[NH2:8][CH2:9][C:10]#[C:11][C:12]1[CH:13]=[C:14]([C:32]([OH:41])([C:37]([F:40])([F:39])[F:38])[C:33]([F:36])([F:35])[F:34])[CH:15]=[CH:16][C:17]=1[N:18]1[CH2:23][CH2:22][N:21]([S:24]([C:27]2[S:28][CH:29]=[CH:30][CH:31]=2)(=[O:26])=[O:25])[CH2:20][CH2:19]1.C(N(C(C)C)CC)(C)C.[CH3:51][S:52](Cl)(=[O:54])=[O:53], predict the reaction product. The product is: [S:28]1[CH:29]=[CH:30][CH:31]=[C:27]1[S:24]([N:21]1[CH2:22][CH2:23][N:18]([C:17]2[CH:16]=[CH:15][C:14]([C:32]([OH:41])([C:37]([F:39])([F:40])[F:38])[C:33]([F:34])([F:35])[F:36])=[CH:13][C:12]=2[C:11]#[C:10][CH2:9][NH:8][S:52]([CH3:51])(=[O:54])=[O:53])[CH2:19][CH2:20]1)(=[O:26])=[O:25]. (2) Given the reactants Br[C:2]1[CH:7]=[CH:6][C:5]([Br:8])=[CH:4][CH:3]=1.II.[Mg].[C:12]([C:14]1[C:19]([OH:20])=[CH:18][CH:17]=[CH:16][N:15]=1)#N.S(=O)(=O)(O)[OH:22].[OH-].[Na+], predict the reaction product. The product is: [Br:8][C:5]1[CH:6]=[CH:7][C:2]([C:12]([C:14]2[C:19]([OH:20])=[CH:18][CH:17]=[CH:16][N:15]=2)=[O:22])=[CH:3][CH:4]=1.